This data is from Full USPTO retrosynthesis dataset with 1.9M reactions from patents (1976-2016). The task is: Predict the reactants needed to synthesize the given product. (1) Given the product [CH:2]1([CH2:5][O:6][C:7]2[CH:12]=[CH:11][C:10]([O:13][CH3:14])=[CH:9][C:8]=2[C:15]2[C:16]3[NH:23][C:22]([CH3:24])=[C:21]([C:25]([NH:27][CH:28]4[CH2:29][CH2:30][N:31]([C:37](=[O:38])[CH2:36][O:35][CH3:34])[CH2:32][CH2:33]4)=[O:26])[C:17]=3[N:18]=[CH:19][N:20]=2)[CH2:4][CH2:3]1, predict the reactants needed to synthesize it. The reactants are: Cl.[CH:2]1([CH2:5][O:6][C:7]2[CH:12]=[CH:11][C:10]([O:13][CH3:14])=[CH:9][C:8]=2[C:15]2[C:16]3[NH:23][C:22]([CH3:24])=[C:21]([C:25]([NH:27][CH:28]4[CH2:33][CH2:32][NH:31][CH2:30][CH2:29]4)=[O:26])[C:17]=3[N:18]=[CH:19][N:20]=2)[CH2:4][CH2:3]1.[CH3:34][O:35][CH2:36][C:37](Cl)=[O:38]. (2) The reactants are: [CH2:1]([C@H:8]([NH:44][C:45](=[O:51])[O:46][C:47]([CH3:50])([CH3:49])[CH3:48])[C@@H:9]([O:36][Si](C(C)(C)C)(C)C)[CH2:10][C@@H:11]([NH:25][C:26]([O:28][CH2:29][C:30]1[CH:35]=[CH:34][CH:33]=[CH:32][CH:31]=1)=[O:27])[CH2:12][C:13]1[CH:18]=[CH:17][C:16]([C:19]2[CH:24]=[CH:23][N:22]=[CH:21][CH:20]=2)=[CH:15][CH:14]=1)[C:2]1[CH:7]=[CH:6][CH:5]=[CH:4][CH:3]=1.[F-].C([N+](CCCC)(CCCC)CCCC)CCC. Given the product [CH2:1]([C@H:8]([NH:44][C:45](=[O:51])[O:46][C:47]([CH3:49])([CH3:48])[CH3:50])[C@@H:9]([OH:36])[CH2:10][C@@H:11]([NH:25][C:26]([O:28][CH2:29][C:30]1[CH:35]=[CH:34][CH:33]=[CH:32][CH:31]=1)=[O:27])[CH2:12][C:13]1[CH:18]=[CH:17][C:16]([C:19]2[CH:20]=[CH:21][N:22]=[CH:23][CH:24]=2)=[CH:15][CH:14]=1)[C:2]1[CH:3]=[CH:4][CH:5]=[CH:6][CH:7]=1, predict the reactants needed to synthesize it. (3) Given the product [CH3:11][C:12]1[NH:16][N:15]=[C:14]([NH:17][C:3]2[CH:2]=[C:1]([NH:18][C:19]3[CH:24]=[CH:23][CH:22]=[CH:21][CH:20]=3)[N:10]=[C:1]([CH:2]=[CH:3][C:4]3[CH:9]=[CH:8][CH:7]=[CH:6][CH:5]=3)[N:10]=2)[CH:13]=1, predict the reactants needed to synthesize it. The reactants are: [C:1](#[N:10])[CH:2]=[CH:3][C:4]1[CH:9]=[CH:8][CH:7]=[CH:6][CH:5]=1.[CH3:11][C:12]1[NH:16][N:15]=[C:14]([NH2:17])[CH:13]=1.[NH2:18][C:19]1[CH:24]=[CH:23][CH:22]=[CH:21][CH:20]=1. (4) Given the product [OH:6][CH:5]1[CH2:4][O:3][CH2:2][CH:1]1[NH:13][S:10]([CH:8]([CH3:9])[CH3:7])(=[O:12])=[O:11], predict the reactants needed to synthesize it. The reactants are: [CH:1]12[O:6][CH:5]1[CH2:4][O:3][CH2:2]2.[CH3:7][CH:8]([S:10]([NH2:13])(=[O:12])=[O:11])[CH3:9].C(=O)([O-])[O-].[K+].[K+]. (5) Given the product [Br:1][C:2]1[CH:3]=[C:4]2[N:10]=[C:9]([C:11]3[CH:16]=[CH:15][C:14]([O:17][CH2:18][CH:19]([OH:20])[CH2:21][N:22]4[CH2:26][CH2:25][CH2:24][CH2:23]4)=[CH:13][CH:12]=3)[NH:8][C:5]2=[N:6][CH:7]=1, predict the reactants needed to synthesize it. The reactants are: [Br:1][C:2]1[CH:3]=[C:4]2[N:10]=[C:9]([C:11]3[CH:16]=[CH:15][C:14]([O:17][CH2:18][CH:19]4[CH2:21][O:20]4)=[CH:13][CH:12]=3)[NH:8][C:5]2=[N:6][CH:7]=1.[NH:22]1[CH2:26][CH2:25][CH2:24][CH2:23]1.[Cl-].[NH4+].